From a dataset of Forward reaction prediction with 1.9M reactions from USPTO patents (1976-2016). Predict the product of the given reaction. Given the reactants [OH:1][CH2:2][C:3]1[CH:4]=[CH:5][C:6]([O:11][C:12]2[CH:17]=[CH:16][C:15]([C:18]([F:21])([F:20])[F:19])=[CH:14][CH:13]=2)=[C:7]([CH:10]=1)[C:8]#[N:9].Cl[C:23]1[CH:33]=[C:27]2[N:28]([CH3:32])[CH2:29][CH2:30][CH2:31][N:26]2[C:25](=[O:34])[N:24]=1, predict the reaction product. The product is: [CH3:32][N:28]1[CH2:29][CH2:30][CH2:31][N:26]2[C:25](=[O:34])[N:24]=[C:23]([O:1][CH2:2][C:3]3[CH:4]=[CH:5][C:6]([O:11][C:12]4[CH:17]=[CH:16][C:15]([C:18]([F:19])([F:20])[F:21])=[CH:14][CH:13]=4)=[C:7]([CH:10]=3)[C:8]#[N:9])[CH:33]=[C:27]12.